Dataset: Catalyst prediction with 721,799 reactions and 888 catalyst types from USPTO. Task: Predict which catalyst facilitates the given reaction. (1) Reactant: S(Cl)([Cl:4])(=O)=O.[CH2:6]([O:8][C:9](=[O:16])[CH2:10][C:11](=[O:15])[CH:12]([CH3:14])[CH3:13])[CH3:7]. Product: [CH2:6]([O:8][C:9](=[O:16])[CH:10]([Cl:4])[C:11](=[O:15])[CH:12]([CH3:13])[CH3:14])[CH3:7]. The catalyst class is: 4. (2) Reactant: [NH2:1][C:2]1[N:7]=[CH:6][C:5]([N:8]2[CH2:13][CH2:12][N:11]([C:14]([O:16][C:17]([CH3:20])([CH3:19])[CH3:18])=[O:15])[C@H:10]([CH3:21])[CH2:9]2)=[CH:4][CH:3]=1.Br[C:23]1[C:24](=[O:31])[N:25]([CH3:30])[CH:26]=[C:27]([Br:29])[CH:28]=1.C(=O)([O-])[O-].[Cs+].[Cs+].CC1(C)C2C(=C(P(C3C=CC=CC=3)C3C=CC=CC=3)C=CC=2)OC2C(P(C3C=CC=CC=3)C3C=CC=CC=3)=CC=CC1=2. Product: [Br:29][C:27]1[CH:28]=[C:23]([NH:1][C:2]2[N:7]=[CH:6][C:5]([N:8]3[CH2:13][CH2:12][N:11]([C:14]([O:16][C:17]([CH3:20])([CH3:19])[CH3:18])=[O:15])[C@H:10]([CH3:21])[CH2:9]3)=[CH:4][CH:3]=2)[C:24](=[O:31])[N:25]([CH3:30])[CH:26]=1. The catalyst class is: 102. (3) Reactant: C[O:2][C:3](=[O:22])[C:4]1[CH:9]=[CH:8][C:7]([O:10][CH2:11][C:12]2[C:13]([CH2:18][CH2:19][CH2:20][CH3:21])=[N:14][O:15][C:16]=2[CH3:17])=[N:6][CH:5]=1.O.[OH-].[Li+].Cl. Product: [CH2:18]([C:13]1[C:12]([CH2:11][O:10][C:7]2[CH:8]=[CH:9][C:4]([C:3]([OH:22])=[O:2])=[CH:5][N:6]=2)=[C:16]([CH3:17])[O:15][N:14]=1)[CH2:19][CH2:20][CH3:21]. The catalyst class is: 20. (4) Reactant: [Br:1][C:2]1[CH:10]=[CH:9][C:8]([CH3:11])=[CH:7][C:3]=1[C:4]([OH:6])=[O:5].[C:12](Cl)(=O)C(Cl)=O.CO. Product: [Br:1][C:2]1[CH:10]=[CH:9][C:8]([CH3:11])=[CH:7][C:3]=1[C:4]([O:6][CH3:12])=[O:5]. The catalyst class is: 120.